From a dataset of Reaction yield outcomes from USPTO patents with 853,638 reactions. Predict the reaction yield, written as a fraction of the theoretical maximum amount of product (1.0 means a 100% yield; for example, 0.34 means a 34% yield). (1) The reactants are O1CCCC1.[F:6][C:7]1[CH:12]=[CH:11][N:10]=[C:9]([O:13][CH2:14][C:15]2[CH:20]=[CH:19][C:18]([CH2:21][C:22](Cl)=[N:23][OH:24])=[CH:17][CH:16]=2)[CH:8]=1.[C:26]([C:28]1[C:29]([NH2:34])=[N:30][CH:31]=[CH:32][CH:33]=1)#[CH:27].C(N(CC)CC)C. The catalyst is O. The product is [F:6][C:7]1[CH:12]=[CH:11][N:10]=[C:9]([O:13][CH2:14][C:15]2[CH:20]=[CH:19][C:18]([CH2:21][C:22]3[CH:27]=[C:26]([C:28]4[C:29]([NH2:34])=[N:30][CH:31]=[CH:32][CH:33]=4)[O:24][N:23]=3)=[CH:17][CH:16]=2)[CH:8]=1. The yield is 0.220. (2) The reactants are [CH2:1]([N:8]1[C:13](=[O:14])[CH:12]2[CH:10]([C:11]2([CH3:24])[C:15]2[CH:20]=[CH:19][CH:18]=[C:17]([N+:21]([O-])=O)[CH:16]=2)[C:9]1=[O:25])[C:2]1[CH:7]=[CH:6][CH:5]=[CH:4][CH:3]=1. The catalyst is C(OCC)(=O)C.[Pt]. The product is [NH2:21][C:17]1[CH:16]=[C:15]([C:11]2([CH3:24])[CH:12]3[CH:10]2[C:9](=[O:25])[N:8]([CH2:1][C:2]2[CH:3]=[CH:4][CH:5]=[CH:6][CH:7]=2)[C:13]3=[O:14])[CH:20]=[CH:19][CH:18]=1. The yield is 0.880. (3) The reactants are [CH3:1][O:2][C:3](=[O:62])[NH:4][CH:5]([C:9]([N:11]1[CH:17]([C:18]2[NH:19][C:20]([C:23]3[CH:32]=[CH:31][C:30]4[C:25](=CC=[C:28]([C:33]5[CH:38]=[CH:37][C:36]([C:39]6[NH:40][C:41]([CH:44]7[CH:49]8[CH2:50][CH:46](CC8)[N:45]7[C:51](=[O:61])[CH:52]([NH:56][C:57]([O:59][CH3:60])=[O:58])[CH:53]([CH3:55])[CH3:54])=[N:42][CH:43]=6)=[CH:35][CH:34]=5)[CH:29]=4)[CH:24]=3)=[CH:21][N:22]=2)[CH2:16][C:13]2(C[CH2:14]2)[CH2:12]1)=[O:10])[CH:6]([CH3:8])[CH3:7].COC(=O)N[CH:67](C(N1CCCC1C1NC(C2C=CC3C(=CC=C(B4OC(C)(C)C(C)(C)O4)C=3)C=2)=CN=1)=O)[CH:68](C)C.COC(=O)NC(C(N1CC(=C)CC1C1NC(C2C=CC(Br)=CC=2)=CN=1)=O)C(C)C.P([O-])([O-])([O-])=O.[K+].[K+].[K+].C(=O)([O-])[O-].[K+].[K+]. The yield is 0.0500. The product is [CH3:60][O:59][C:57](=[O:58])[NH:56][CH:52]([C:51]([N:45]1[CH2:46][CH2:50][CH2:49][CH:44]1[C:41]1[NH:40][C:39]([C:36]2[CH:35]=[CH:34][C:33]3[C:38](=[CH:67][CH:68]=[C:29]([C:30]4[CH:25]=[CH:24][C:23]([C:20]5[NH:19][C:18]([CH:17]6[CH2:16][C:13](=[CH2:14])[CH2:12][N:11]6[C:9](=[O:10])[CH:5]([NH:4][C:3]([O:2][CH3:1])=[O:62])[CH:6]([CH3:8])[CH3:7])=[N:22][CH:21]=5)=[CH:32][CH:31]=4)[CH:28]=3)[CH:37]=2)=[CH:43][N:42]=1)=[O:61])[CH:53]([CH3:54])[CH3:55]. No catalyst specified. (4) The reactants are [CH3:1][C:2]1([CH3:8])[CH2:7][NH:6][CH2:5][CH2:4][NH:3]1.[C:9](O[C:9]([O:11][C:12]([CH3:15])([CH3:14])[CH3:13])=[O:10])([O:11][C:12]([CH3:15])([CH3:14])[CH3:13])=[O:10].C(N(CC)CC)C. The catalyst is CO. The product is [CH3:1][C:2]1([CH3:8])[NH:3][CH2:4][CH2:5][N:6]([C:9]([O:11][C:12]([CH3:15])([CH3:14])[CH3:13])=[O:10])[CH2:7]1. The yield is 0.350.